From a dataset of Full USPTO retrosynthesis dataset with 1.9M reactions from patents (1976-2016). Predict the reactants needed to synthesize the given product. (1) Given the product [F:8][C:4]1[CH:5]=[CH:6][CH:7]=[C:2]([F:1])[C:3]=1[C:9]1[C:18]2[CH:17]=[C:16]([C:19]#[N:20])[CH:15]=[CH:14][C:13]=2[C:12]2[NH:21][N:22]=[C:23]([NH:24][CH:25]3[CH2:30][CH2:29][N:28]([S:31]([CH:34]4[CH2:35][CH2:36]4)(=[O:32])=[O:33])[CH2:27][CH2:26]3)[C:11]=2[N:10]=1, predict the reactants needed to synthesize it. The reactants are: [F:1][C:2]1[CH:7]=[CH:6][CH:5]=[C:4]([F:8])[C:3]=1[C:9]1[C:18]2[CH:17]=[C:16]([C:19]#[N:20])[CH:15]=[CH:14][C:13]=2[C:12]2[N:21](COCC[Si](C)(C)C)[N:22]=[C:23]([NH:24][CH:25]3[CH2:30][CH2:29][N:28]([S:31]([CH:34]4[CH2:36][CH2:35]4)(=[O:33])=[O:32])[CH2:27][CH2:26]3)[C:11]=2[N:10]=1.C(O)(C(F)(F)F)=O. (2) Given the product [CH2:1]([O:8][C@@H:9]1[C@@H:14]([O:15][CH2:16][C:17]2[CH:22]=[CH:21][CH:20]=[CH:19][CH:18]=2)[C@H:13]([O:23][CH2:24][C:25]2[CH:26]=[CH:27][CH:28]=[CH:29][CH:30]=2)[C@@H:12]([CH2:31][O:32][CH2:33][C:34]2[CH:39]=[CH:38][CH:37]=[CH:36][CH:35]=2)[O:11][C@:10]21[C:48]1[C:43](=[CH:44][C:45]([Cl:58])=[C:46]([CH2:49][C:50]3[CH:55]=[CH:54][C:53]([CH2:56][CH3:57])=[CH:52][CH:51]=3)[CH:47]=1)[O:42][CH:41]([O:59][CH3:60])[CH2:40]2)[C:2]1[CH:3]=[CH:4][CH:5]=[CH:6][CH:7]=1, predict the reactants needed to synthesize it. The reactants are: [CH2:1]([O:8][C@@H:9]1[C@@H:14]([O:15][CH2:16][C:17]2[CH:22]=[CH:21][CH:20]=[CH:19][CH:18]=2)[C@H:13]([O:23][CH2:24][C:25]2[CH:30]=[CH:29][CH:28]=[CH:27][CH:26]=2)[C@@H:12]([CH2:31][O:32][CH2:33][C:34]2[CH:39]=[CH:38][CH:37]=[CH:36][CH:35]=2)[O:11][C@:10]21[C:48]1[C:43](=[CH:44][C:45]([Cl:58])=[C:46]([CH2:49][C:50]3[CH:55]=[CH:54][C:53]([CH2:56][CH3:57])=[CH:52][CH:51]=3)[CH:47]=1)[O:42][CH:41]([OH:59])[CH2:40]2)[C:2]1[CH:7]=[CH:6][CH:5]=[CH:4][CH:3]=1.[C:60]1(C)C=CC(S(O)(=O)=O)=CC=1. (3) Given the product [CH3:28][O:27][C:23](=[O:26])[CH2:24][S:25][C:2]1[S:6][C:5]([NH:7][C:8]([N:9]([CH:16]2[CH2:21][CH2:20][CH2:19][CH2:18][CH2:17]2)[CH:10]2[CH2:15][CH2:14][S:13][CH2:12][CH2:11]2)=[O:22])=[N:4][CH:3]=1, predict the reactants needed to synthesize it. The reactants are: Br[C:2]1[S:6][C:5]([NH:7][C:8](=[O:22])[N:9]([CH:16]2[CH2:21][CH2:20][CH2:19][CH2:18][CH2:17]2)[CH:10]2[CH2:15][CH2:14][S:13][CH2:12][CH2:11]2)=[N:4][CH:3]=1.[C:23]([O:27][CH3:28])(=[O:26])[CH2:24][SH:25]. (4) Given the product [CH2:24]([N:3]1[C:4]2[C:9](=[O:10])[N:8]([CH2:11][C:12]3[N:21]=[C:20]([CH3:22])[C:19]4[C:14](=[CH:15][CH:16]=[CH:17][CH:18]=4)[N:13]=3)[N:7]=[CH:6][C:5]=2[N:23]=[C:2]1[N:28]1[CH2:33][CH2:32][CH2:31][C@@H:30]([NH:34][C:35](=[O:41])[O:36][C:37]([CH3:39])([CH3:38])[CH3:40])[CH2:29]1)[C:25]#[C:26][CH3:27], predict the reactants needed to synthesize it. The reactants are: Br[C:2]1[N:3]([CH2:24][C:25]#[C:26][CH3:27])[C:4]2[C:9](=[O:10])[N:8]([CH2:11][C:12]3[N:21]=[C:20]([CH3:22])[C:19]4[C:14](=[CH:15][CH:16]=[CH:17][CH:18]=4)[N:13]=3)[N:7]=[CH:6][C:5]=2[N:23]=1.[NH:28]1[CH2:33][CH2:32][CH2:31][C@@H:30]([NH:34][C:35](=[O:41])[O:36][C:37]([CH3:40])([CH3:39])[CH3:38])[CH2:29]1.C(=O)([O-])[O-].[Na+].[Na+].N1CCCC(NC(=O)OC(C)(C)C)C1. (5) Given the product [CH3:43][C:42]1[O:41][C:40]([C:44]2[CH:45]=[CH:46][CH:47]=[CH:48][CH:49]=2)=[N:39][C:38]=1[CH2:37][O:36][C:33]1[CH:34]=[CH:35][C:30]([CH2:29][O:28]/[N:27]=[C:21](/[C:64]2[CH:65]=[CH:66][CH:3]=[C:2]([C:5]([C:59]3[CH:58]=[CH:57][CH:62]=[CH:61][CH:60]=3)=[CH2:51])[CH:1]=2)\[C:22]([O:24][CH2:25][CH3:26])=[O:23])=[CH:31][CH:32]=1, predict the reactants needed to synthesize it. The reactants are: [CH3:1][C:2]([CH3:5])([O-])[CH3:3].[K+].C(C1C=C(/[C:21](=[N:27]/[O:28][CH2:29][C:30]2[CH:35]=[CH:34][C:33]([O:36][CH2:37][C:38]3[N:39]=[C:40]([C:44]4[CH:49]=[CH:48][CH:47]=[CH:46][CH:45]=4)[O:41][C:42]=3[CH3:43])=[CH:32][CH:31]=2)/[C:22]([O:24][CH2:25][CH3:26])=[O:23])C=CC=1)(=O)C1C=CC=CC=1.Cl.[C:51](OCC)(=O)C.[CH3:57][CH2:58][CH2:59][CH2:60][CH2:61][CH3:62].O1C[CH2:66][CH2:65][CH2:64]1. (6) Given the product [O:15]1[CH2:16][CH2:17][N:12]([C:11]2[C:6]3[N:7]([C:18]([C:19]4[CH:20]=[CH:21][C:22]([N:25]5[CH2:26][CH2:27][N:28]([C:31]([O:33][C:34]([CH3:37])([CH3:36])[CH3:35])=[O:32])[CH2:29][CH2:30]5)=[N:23][CH:24]=4)=[C:4]([CH2:3][CH2:2][O:1][C:39]4[CH:40]=[N:41][C:42]5[C:47]([CH:48]=4)=[CH:46][CH:45]=[CH:44][CH:43]=5)[N:5]=3)[N:8]=[CH:9][CH:10]=2)[CH2:13][CH2:14]1, predict the reactants needed to synthesize it. The reactants are: [OH:1][CH2:2][CH2:3][C:4]1[N:5]=[C:6]2[C:11]([N:12]3[CH2:17][CH2:16][O:15][CH2:14][CH2:13]3)=[CH:10][CH:9]=[N:8][N:7]2[C:18]=1[C:19]1[CH:20]=[CH:21][C:22]([N:25]2[CH2:30][CH2:29][N:28]([C:31]([O:33][C:34]([CH3:37])([CH3:36])[CH3:35])=[O:32])[CH2:27][CH2:26]2)=[N:23][CH:24]=1.O[C:39]1[CH:40]=[N:41][C:42]2[C:47]([CH:48]=1)=[CH:46][CH:45]=[CH:44][CH:43]=2.C1C=CC(P(C2C=CC=CC=2)C2C=CC=CC=2)=CC=1.N(C(OCC)=O)=NC(OCC)=O.C1(C)C=CC=CC=1. (7) Given the product [F:8][C:7]1[C:2]([O:20][C:16]2[CH:15]=[C:14]([CH:19]=[CH:18][CH:17]=2)[C:12]#[N:13])=[N:3][C:4]([F:11])=[C:5]([F:10])[C:6]=1[CH3:9], predict the reactants needed to synthesize it. The reactants are: F[C:2]1[C:7]([F:8])=[C:6]([CH3:9])[C:5]([F:10])=[C:4]([F:11])[N:3]=1.[C:12]([C:14]1[CH:15]=[C:16]([OH:20])[CH:17]=[CH:18][CH:19]=1)#[N:13].C(=O)([O-])[O-].[Cs+].[Cs+].